The task is: Predict which catalyst facilitates the given reaction.. This data is from Catalyst prediction with 721,799 reactions and 888 catalyst types from USPTO. (1) Reactant: [Br:1][C:2]1[CH:6]=[C:5]([C:7]([OH:9])=O)[N:4]([C:10]2[C:15]([Cl:16])=[CH:14][CH:13]=[CH:12][N:11]=2)[N:3]=1.[NH2:17][C:18]1[C:27]([CH3:28])=[CH:26][C:25]([C:29]#[N:30])=[CH:24][C:19]=1[C:20]([NH:22][CH3:23])=[O:21].N1C=CC=C(C)C=1.CS(Cl)(=O)=O. Product: [Br:1][C:2]1[CH:6]=[C:5]([C:7]([NH:17][C:18]2[C:19]([C:20]([NH:22][CH3:23])=[O:21])=[CH:24][C:25]([C:29]#[N:30])=[CH:26][C:27]=2[CH3:28])=[O:9])[N:4]([C:10]2[C:15]([Cl:16])=[CH:14][CH:13]=[CH:12][N:11]=2)[N:3]=1. The catalyst class is: 47. (2) Reactant: Cl[CH2:2][CH2:3][CH2:4][CH2:5][O:6][C:7]1[CH:8]=[CH:9][C:10]2[N:14]=[CH:13][N:12]([C:15]3[S:16][C:17]([C:27]([NH2:29])=[O:28])=[C:18]([C:20]4[CH:25]=[CH:24][CH:23]=[C:22]([Cl:26])[CH:21]=4)[N:19]=3)[C:11]=2[CH:30]=1.C(=O)([O-])[O-].[K+].[K+].[I-].[K+].[CH3:39][N:40]1[CH2:45][CH2:44][NH:43][CH2:42][CH2:41]1. Product: [Cl:26][C:22]1[CH:21]=[C:20]([C:18]2[N:19]=[C:15]([N:12]3[C:11]4[CH:30]=[C:7]([O:6][CH2:5][CH2:4][CH2:3][CH2:2][N:43]5[CH2:44][CH2:45][N:40]([CH3:39])[CH2:41][CH2:42]5)[CH:8]=[CH:9][C:10]=4[N:14]=[CH:13]3)[S:16][C:17]=2[C:27]([NH2:29])=[O:28])[CH:25]=[CH:24][CH:23]=1. The catalyst class is: 9.